Dataset: Experimentally validated miRNA-target interactions with 360,000+ pairs, plus equal number of negative samples. Task: Binary Classification. Given a miRNA mature sequence and a target amino acid sequence, predict their likelihood of interaction. (1) The miRNA is hsa-miR-5587-5p with sequence AUGGUCACCUCCGGGACU. The protein sequence of the target gene is MPVINIEDLTEKDKLKMEVDQLKKEVTLERMMVSKCCEEVRDYIEERSGEDPLVKGIPEDKNPFKELKGGCVIS. Result: 0 (no interaction). (2) The miRNA is rno-miR-145-5p with sequence GUCCAGUUUUCCCAGGAAUCCCU. The protein sequence of the target gene is MEASWRQVAGGRGRSRGRATAAPSGNGVHLRGAGGGREKGSVGAVPSGTSPGGVATTAAAGSRHSPAGSQALQTTAASELMSQKKFEEIKKANQAAARKLVEEQFSSSSEEGDEDFEGKQGKILANTFITYTTQTDGDTRELERTKQYVNEAFQAGAMTCLICIASVKRNQAVWSCSGCFCIFHMPCIQKWAKDSQFLVSSVTDDDFGKKDCPWPCPKCRFEYKRSETPSRYYCYCGKVEDPPLDPWLVPHSCGQVCEREFKPPCGHKCLLLCHPGPCPPCPKMVTTTCYCKKAKPIPRR.... Result: 0 (no interaction).